From a dataset of Catalyst prediction with 721,799 reactions and 888 catalyst types from USPTO. Predict which catalyst facilitates the given reaction. Reactant: [Cl:1][C:2]1[CH:7]=[CH:6][C:5]([NH:8][S:9]([C:12]([F:15])([F:14])[F:13])(=[O:11])=[O:10])=[C:4]([O:16][C:17]2[CH:22]=[CH:21][C:20]([Cl:23])=[CH:19][C:18]=2[Cl:24])[CH:3]=1.CI.[C:27](=O)([O-])[O-].[K+].[K+]. Product: [Cl:1][C:2]1[CH:7]=[CH:6][C:5]([N:8]([CH3:27])[S:9]([C:12]([F:15])([F:13])[F:14])(=[O:10])=[O:11])=[C:4]([O:16][C:17]2[CH:22]=[CH:21][C:20]([Cl:23])=[CH:19][C:18]=2[Cl:24])[CH:3]=1. The catalyst class is: 21.